This data is from Forward reaction prediction with 1.9M reactions from USPTO patents (1976-2016). The task is: Predict the product of the given reaction. Given the reactants [F:1][C:2]1[C:7]([OH:8])=[CH:6][CH:5]=[C:4]([F:9])[C:3]=1[NH:10][C:11](=O)[C:12]1[CH:17]=[C:16]([O:18][CH3:19])[CH:15]=[C:14]([C:20]2[CH:25]=[CH:24][CH:23]=[C:22]([F:26])[CH:21]=2)[CH:13]=1, predict the reaction product. The product is: [F:1][C:2]1[C:3]([NH:10][CH2:11][C:12]2[CH:17]=[C:16]([O:18][CH3:19])[CH:15]=[C:14]([C:20]3[CH:25]=[CH:24][CH:23]=[C:22]([F:26])[CH:21]=3)[CH:13]=2)=[C:4]([F:9])[CH:5]=[CH:6][C:7]=1[OH:8].